Dataset: Forward reaction prediction with 1.9M reactions from USPTO patents (1976-2016). Task: Predict the product of the given reaction. (1) Given the reactants Cl[C:2]1[CH:7]=[CH:6][CH:5]=[C:4](Cl)[C:3]=1[C:9]1[CH:14]=[CH:13][C:12]([C:15]([OH:17])=O)=[CH:11][CH:10]=1.ON1C(=O)CC[C:20]1=O.[NH2:26][CH:27]1[C:35]2[C:30](=[CH:31][CH:32]=[C:33]([N:36]=[C:37]3[CH2:42][CH2:41][CH2:40][CH:39]([CH2:43][O:44][CH3:45])[NH:38]3)[CH:34]=2)[CH2:29][CH:28]1[OH:46], predict the reaction product. The product is: [CH3:45][O:44][CH2:43][CH:39]1[NH:38][C:37](=[N:36][C:33]2[CH:34]=[C:35]3[C:30]([CH2:29][C@@H:28]([OH:46])[C@@H:27]3[NH:26][C:15]([C:12]3[CH:11]=[CH:10][C:9]([C:3]4[CH:2]=[CH:7][CH:6]=[CH:5][CH:4]=4)=[C:14]([CH3:20])[CH:13]=3)=[O:17])=[CH:31][CH:32]=2)[CH2:42][CH2:41][CH2:40]1. (2) Given the reactants [N-:1]=[N+:2]=[N-:3].[Na+].[Cl-].[CH2:6]([Al+:10][CH2:11][CH:12]([CH3:14])[CH3:13])[CH:7]([CH3:9])[CH3:8], predict the reaction product. The product is: [N-:1]=[N+:2]=[N-:3].[CH2:6]([Al+:10][CH2:11][CH:12]([CH3:14])[CH3:13])[CH:7]([CH3:9])[CH3:8].